From a dataset of Retrosynthesis with 50K atom-mapped reactions and 10 reaction types from USPTO. Predict the reactants needed to synthesize the given product. (1) Given the product CC(S)C(=O)Nc1ccc(C2=NNC(=O)CC2C)cc1, predict the reactants needed to synthesize it. The reactants are: CC(=O)SC(C)C(=O)Nc1ccc(C2=NNC(=O)CC2C)cc1. (2) Given the product COc1cc2cnc(C(=O)NN3CCNC3=O)cc2cc1OC, predict the reactants needed to synthesize it. The reactants are: COc1cc2cnc(C(=O)O)cc2cc1OC.NN1CCNC1=O. (3) Given the product O=C(c1ccc(Br)cc1F)N1CCCC1, predict the reactants needed to synthesize it. The reactants are: C1CCNC1.O=C(O)c1ccc(Br)cc1F. (4) Given the product COc1cc(C2=NCCc3ccc(Cl)cc32)ccc1N, predict the reactants needed to synthesize it. The reactants are: COc1cc(C2=NCCc3ccc(Cl)cc32)ccc1[N+](=O)[O-]. (5) Given the product CC(C)S(=O)c1ccc(C(=O)O)cc1, predict the reactants needed to synthesize it. The reactants are: CCOC(=O)c1ccc(S(=O)C(C)C)cc1. (6) Given the product CCc1cc(C(=O)OC)c(OC)nc1C, predict the reactants needed to synthesize it. The reactants are: CCc1cc(C(=O)OC)c(Cl)nc1C.CO.